This data is from Full USPTO retrosynthesis dataset with 1.9M reactions from patents (1976-2016). The task is: Predict the reactants needed to synthesize the given product. (1) Given the product [C:28]1([N:38]([C:4]2[CH:3]=[CH:2][C:1]([C:7]3[C:20]4[C:15]([C:14]([C:21]5[CH:26]=[CH:25][CH:24]=[CH:23][CH:22]=5)=[C:13]5[C:8]=3[CH:9]=[CH:10][CH:11]=[CH:12]5)=[CH:16][CH:17]=[CH:18][CH:19]=4)=[CH:6][CH:5]=2)[C:39]2[CH:40]=[CH:41][C:42]3[N:43]([C:52]4[CH:53]=[CH:54][CH:55]=[CH:56][CH:57]=4)[C:44]4[C:49]([C:50]=3[CH:51]=2)=[CH:48][CH:47]=[CH:46][CH:45]=4)[C:37]2[C:32](=[CH:33][CH:34]=[CH:35][CH:36]=2)[CH:31]=[CH:30][CH:29]=1, predict the reactants needed to synthesize it. The reactants are: [C:1]1([C:7]2[C:8]3[C:13]([C:14]([C:21]4[CH:26]=[CH:25][C:24](Br)=[CH:23][CH:22]=4)=[C:15]4[C:20]=2[CH:19]=[CH:18][CH:17]=[CH:16]4)=[CH:12][CH:11]=[CH:10][CH:9]=3)[CH:6]=[CH:5][CH:4]=[CH:3][CH:2]=1.[C:28]1([NH:38][C:39]2[CH:40]=[CH:41][C:42]3[N:43]([C:52]4[CH:57]=[CH:56][CH:55]=[CH:54][CH:53]=4)[C:44]4[C:49]([C:50]=3[CH:51]=2)=[CH:48][CH:47]=[CH:46][CH:45]=4)[C:37]2[C:32](=[CH:33][CH:34]=[CH:35][CH:36]=2)[CH:31]=[CH:30][CH:29]=1.C(O[Na])(C)(C)C.C(P(C(C)(C)C)C(C)(C)C)(C)(C)C. (2) Given the product [Cl:1][C:2]1[CH:3]=[CH:4][C:5]([O:12][CH3:13])=[C:6]([S:8]([NH:20][C:16]2[CH:15]=[N:14][CH:19]=[CH:18][CH:17]=2)(=[O:10])=[O:9])[CH:7]=1, predict the reactants needed to synthesize it. The reactants are: [Cl:1][C:2]1[CH:3]=[CH:4][C:5]([O:12][CH3:13])=[C:6]([S:8](Cl)(=[O:10])=[O:9])[CH:7]=1.[N:14]1[CH:19]=[CH:18][CH:17]=[C:16]([NH2:20])[CH:15]=1. (3) Given the product [CH2:1]([N:8]1[CH:12]=[C:11]([CH:13]=[O:14])[C:10]([O:15][CH2:16][C:17]2[CH:22]=[CH:21][C:20]([O:23][CH2:24][C:25]3[N:26]=[C:27]([C:31]4[O:32][CH:33]=[CH:34][CH:35]=4)[O:28][C:29]=3[CH3:30])=[C:19]([CH2:36][CH3:37])[CH:18]=2)=[N:9]1)[C:2]1[CH:3]=[CH:4][CH:5]=[CH:6][CH:7]=1, predict the reactants needed to synthesize it. The reactants are: [CH2:1]([N:8]1[CH:12]=[C:11]([CH2:13][OH:14])[C:10]([O:15][CH2:16][C:17]2[CH:22]=[CH:21][C:20]([O:23][CH2:24][C:25]3[N:26]=[C:27]([C:31]4[O:32][CH:33]=[CH:34][CH:35]=4)[O:28][C:29]=3[CH3:30])=[C:19]([CH2:36][CH3:37])[CH:18]=2)=[N:9]1)[C:2]1[CH:7]=[CH:6][CH:5]=[CH:4][CH:3]=1. (4) Given the product [CH:26]([N:24]1[CH2:25][CH:22]([O:16][C:12]2[C:11]3[O:7][CH:8]=[CH:9][C:10]=3[CH:15]=[CH:14][CH:13]=2)[CH2:23]1)([C:33]1[CH:34]=[CH:35][CH:36]=[CH:37][CH:38]=1)[C:27]1[CH:28]=[CH:29][CH:30]=[CH:31][CH:32]=1, predict the reactants needed to synthesize it. The reactants are: C(=O)([O-])[O-].[K+].[K+].[O:7]1[C:11]2[C:12]([OH:16])=[CH:13][CH:14]=[CH:15][C:10]=2[CH:9]=[CH:8]1.CS(O[CH:22]1[CH2:25][N:24]([CH:26]([C:33]2[CH:38]=[CH:37][CH:36]=[CH:35][CH:34]=2)[C:27]2[CH:32]=[CH:31][CH:30]=[CH:29][CH:28]=2)[CH2:23]1)(=O)=O.C(OCC)(=O)C. (5) The reactants are: [CH2:1]([Sn:5]([CH2:24][CH2:25][CH2:26][CH3:27])([CH2:20][CH2:21][CH2:22][CH3:23])[C:6]1[CH:18]=[C:17]2[C:9]([C:10]3[CH:11]=[CH:12][C:13]([NH2:19])=[CH:14][C:15]=3[CH2:16]2)=[CH:8][CH:7]=1)[CH2:2][CH2:3][CH3:4].[CH3:28][O:29][C:30](=[O:47])[C@@H:31]([NH:36][C:37]([O:39][CH2:40][C:41]1[CH:46]=[CH:45][CH:44]=[CH:43][CH:42]=1)=[O:38])[CH2:32][C:33](O)=[O:34]. Given the product [CH2:40]([O:39][C:37]([NH:36][C@@H:31]([CH2:32][C:33](=[O:34])[NH:19][C:13]1[CH:12]=[CH:11][C:10]2[C:9]3[C:17](=[CH:18][C:6]([Sn:5]([CH2:1][CH2:2][CH2:3][CH3:4])([CH2:20][CH2:21][CH2:22][CH3:23])[CH2:24][CH2:25][CH2:26][CH3:27])=[CH:7][CH:8]=3)[CH2:16][C:15]=2[CH:14]=1)[C:30]([O:29][CH3:28])=[O:47])=[O:38])[C:41]1[CH:42]=[CH:43][CH:44]=[CH:45][CH:46]=1, predict the reactants needed to synthesize it. (6) Given the product [CH:29]([NH+:32]([CH:35]([CH3:37])[CH3:36])[CH2:33][CH3:34])([CH3:31])[CH3:30].[C:1]1([C:23]2[CH:24]=[CH:25][CH:26]=[CH:27][CH:28]=2)[CH:2]=[CH:3][C:4]([CH2:7][C@@H:8]([NH:15][C:16]([O:18][C:19]([CH3:22])([CH3:20])[CH3:21])=[O:17])[CH2:9][C@@H:10]([CH3:14])[C:11]([O-:13])=[O:12])=[CH:5][CH:6]=1, predict the reactants needed to synthesize it. The reactants are: [C:1]1([C:23]2[CH:28]=[CH:27][CH:26]=[CH:25][CH:24]=2)[CH:6]=[CH:5][C:4]([CH2:7][C@@H:8]([NH:15][C:16]([O:18][C:19]([CH3:22])([CH3:21])[CH3:20])=[O:17])[CH2:9][C@@H:10]([CH3:14])[C:11]([OH:13])=[O:12])=[CH:3][CH:2]=1.[CH:29]([N:32]([CH:35]([CH3:37])[CH3:36])[CH2:33][CH3:34])([CH3:31])[CH3:30]. (7) Given the product [NH2:23][CH2:22][CH:18]1[CH2:19][CH2:20][CH2:21][CH:16]([NH:15][C:3]2[C:2]([Cl:1])=[CH:7][N:6]=[C:5]([NH:8][C:9]3[CH:10]=[N:11][N:12]([CH3:14])[CH:13]=3)[N:4]=2)[CH2:17]1, predict the reactants needed to synthesize it. The reactants are: [Cl:1][C:2]1[C:3]([NH:15][CH:16]2[CH2:21][CH2:20][CH2:19][CH:18]([CH2:22][N:23]3C(=O)C4C(=CC=CC=4)C3=O)[CH2:17]2)=[N:4][C:5]([NH:8][C:9]2[CH:10]=[N:11][N:12]([CH3:14])[CH:13]=2)=[N:6][CH:7]=1.O.NN. (8) Given the product [CH3:1][C:2]1[CH:12]=[CH:11][CH:10]=[CH:9][C:3]=1[CH:4]=[CH:5][C:6]([N:27]=[N+:28]=[N-:29])=[O:7], predict the reactants needed to synthesize it. The reactants are: [CH3:1][C:2]1[CH:12]=[CH:11][CH:10]=[CH:9][C:3]=1[CH:4]=[CH:5][C:6](O)=[O:7].C1(P([N:27]=[N+:28]=[N-:29])(C2C=CC=CC=2)=O)C=CC=CC=1.N#N.